Dataset: Reaction yield outcomes from USPTO patents with 853,638 reactions. Task: Predict the reaction yield, written as a fraction of the theoretical maximum amount of product (1.0 means a 100% yield; for example, 0.34 means a 34% yield). (1) The reactants are P(Cl)(Cl)([Cl:3])=O.[NH:6]1[C:14]2[C:9](=[CH:10][CH:11]=[CH:12][CH:13]=2)[CH2:8][C:7]1=O.CN([CH:19]=[O:20])C. No catalyst specified. The product is [Cl:3][C:7]1[NH:6][C:14]2[C:9]([C:8]=1[CH:19]=[O:20])=[CH:10][CH:11]=[CH:12][CH:13]=2. The yield is 0.840. (2) The reactants are [I:1][C:2]1[CH:7]=[CH:6][C:5]([N:8]2[CH2:13][CH2:12][NH:11][CH2:10][CH2:9]2)=[CH:4][CH:3]=1.C([O-])([O-])=O.[K+].[K+].I[CH2:21][CH3:22]. The catalyst is CC(C)=O. The product is [CH2:21]([N:11]1[CH2:12][CH2:13][N:8]([C:5]2[CH:4]=[CH:3][C:2]([I:1])=[CH:7][CH:6]=2)[CH2:9][CH2:10]1)[CH3:22]. The yield is 0.850.